This data is from Catalyst prediction with 721,799 reactions and 888 catalyst types from USPTO. The task is: Predict which catalyst facilitates the given reaction. (1) Reactant: [N:1]1[CH:6]=[CH:5][N:4]=[CH:3][C:2]=1[CH2:7][CH2:8][CH2:9][N:10]1C(=O)C2=CC=CC=C2C1=O.NN. Product: [NH2:10][CH2:9][CH2:8][CH2:7][C:2]1[CH:3]=[N:4][CH:5]=[CH:6][N:1]=1. The catalyst class is: 22. (2) Reactant: [NH:1]1[CH2:7][C:5](=[O:6])[NH:4][C:2]1=[O:3].[CH:8]1([NH:11][C:12]2[N:17]3[N:18]=[CH:19][C:20]([CH:21]=O)=[C:16]3[N:15]=[C:14]([N:23]3[CH2:28][CH2:27][N:26]([C:29]4[N:36]=[CH:35][CH:34]=[CH:33][C:30]=4[C:31]#[N:32])[CH2:25][CH2:24]3)[CH:13]=2)[CH2:10][CH2:9]1.N1CCCCC1. Product: [CH:8]1([NH:11][C:12]2[N:17]3[N:18]=[CH:19][C:20]([CH:21]=[C:7]4[C:5](=[O:6])[NH:4][C:2](=[O:3])[NH:1]4)=[C:16]3[N:15]=[C:14]([N:23]3[CH2:28][CH2:27][N:26]([C:29]4[N:36]=[CH:35][CH:34]=[CH:33][C:30]=4[C:31]#[N:32])[CH2:25][CH2:24]3)[CH:13]=2)[CH2:9][CH2:10]1. The catalyst class is: 40. (3) Reactant: [Br:1][C:2]1[CH:3]=[C:4]([CH:17]=[CH:18][CH:19]=1)[CH2:5][O:6][C:7]1[CH:15]=[CH:14][C:10]([C:11](O)=[O:12])=[C:9]([OH:16])[CH:8]=1.O.[NH2:21][NH2:22]. Product: [Br:1][C:2]1[CH:3]=[C:4]([CH:17]=[CH:18][CH:19]=1)[CH2:5][O:6][C:7]1[CH:15]=[CH:14][C:10]([C:11]([NH:21][NH2:22])=[O:12])=[C:9]([OH:16])[CH:8]=1. The catalyst class is: 92. (4) Reactant: [CH3:1][CH:2]1[CH2:5][N:4]([C:6]2[CH:7]=[CH:8][C:9]([N+:12]([O-])=O)=[N:10][CH:11]=2)[CH2:3]1. Product: [CH3:1][CH:2]1[CH2:5][N:4]([C:6]2[CH:7]=[CH:8][C:9]([NH2:12])=[N:10][CH:11]=2)[CH2:3]1. The catalyst class is: 162. (5) Reactant: O1CCCC1.[F:6][C:7]([F:27])([F:26])[C:8]1[CH:13]=[CH:12][C:11]([NH:14][C:15](=[O:25])[CH2:16][C@@H:17](OS(C)(=O)=O)[CH2:18][CH3:19])=[CH:10][CH:9]=1.O1CCCC1.C([Mg]Cl)(C)(C)C. Product: [CH2:18]([C@H:17]1[N:14]([C:11]2[CH:12]=[CH:13][C:8]([C:7]([F:27])([F:26])[F:6])=[CH:9][CH:10]=2)[C:15](=[O:25])[CH2:16]1)[CH3:19]. The catalyst class is: 6. (6) Reactant: C(OC(=O)[NH:7][C@@H:8]1[CH2:13][CH2:12][C:11]([OH:15])([CH3:14])[C:10]([CH3:17])([CH3:16])[CH2:9]1)(C)(C)C.C(O)(C(F)(F)F)=O. Product: [NH2:7][C@@H:8]1[CH2:13][CH2:12][C:11]([CH3:14])([OH:15])[C:10]([CH3:17])([CH3:16])[CH2:9]1. The catalyst class is: 2.